From a dataset of Experimentally validated miRNA-target interactions with 360,000+ pairs, plus equal number of negative samples. Binary Classification. Given a miRNA mature sequence and a target amino acid sequence, predict their likelihood of interaction. (1) The miRNA is rno-miR-200c-3p with sequence UAAUACUGCCGGGUAAUGAUG. The protein sequence of the target gene is MADGPRCKRRKQANPRRNNVTNYNTVVEANSDSDDEDKLHIVEEESVTDAADCEGGVPDDELPTDQTVLPGGSDRAGSAKNCWQDDVKDDECDSDAENEQNHDPNVEEFLQQQDTAVIYPEAPEEDQRQGTPEASGHDDNGTPDAFSQLLTCPYCDRGYKRFTSLKEHIKYRHEKNEDNFSCSLCSYTFAYRTQLERHMTSHKSGREQRHVTQSGGNRKFKCTECGKAFKYKHHLKEHLRIHSGEKPYECPNCKKRFSHSGSYSSHISSKKCISLMPVNGRPRSGLKTSQCSSPSLSTSP.... Result: 1 (interaction). (2) The miRNA is mmu-miR-297a-5p with sequence AUGUAUGUGUGCAUGUGCAUGU. The protein sequence of the target gene is MNTKDTTEVAENSHHLKIFLPKKLLECLPRCPLLPPERLRWNTNEEIASYLITFEKHDEWLSCAPKTRPQNGSIILYNRKKVKYRKDGYLWKKRKDGKTTREDHMKLKVQGMEPVSWQCLYGCYVHSSIVPTFHRRCYWLLQNPDIVLVHYLNVPALEDCGKGCSPIFCSISSDRREWLKWSREELLGQLKPMFHGIKWSCGNGAEEFSVEQLVQQILDTHPTKPAPRTHACLCSGGLGSGSLTHKCSSTKHRIISPKVEPRALALASISHSKPPEPPPLIAPLPPELPKAHTSPSSSSS.... Result: 1 (interaction). (3) The miRNA is cel-lin-4-5p with sequence UCCCUGAGACCUCAAGUGUGA. The protein sequence of the target gene is MDLGKDQSHLKHHQTPDPHQEENHSPEVIGTWSLRNRELLRKRKAEVHEKETSQWLFGEQKKRKQQRTGKGNRRGRKRQQNTELKVEPQPQIEKEIVEKALAPIEKKTEPPGSITKVFPSVASPQKVVPEEHFSEICQESNIYQENFSEYQEIAVQNHSSETCQHVSEPEDLSPKMYQEISVLQDNSSKICQDMKEPEDNSPNTCQVISVIQDHPFKMYQDMAKREDLAPKMCQEAAVPKILPCPTSEDTADLAGCSLQAYPKPDVPKGYILDTDQNPAEPEEYNETDQGIAETEGLFPK.... Result: 0 (no interaction). (4) The miRNA is hsa-miR-4696 with sequence UGCAAGACGGAUACUGUCAUCU. The protein sequence of the target gene is MVSKMIIENFEALKSWLSKTLEPICDADPSALAKYVLALVKKDKSEKELKALCIDQLDVFLQKETQIFVEKLFDAVNTKSYLPPPEQPSSGSLKVDFLQHQEKDIKKEELTKEEEREKKFSRRLNHSPPQSSSRYRDNRSRDERKKDDRSRKRDYDRNPPRRDSYRDRYNRRRGRSRSYSRSRSRSWSKERLRDRDRDRSRTRSRSRTRSRERDLVKPKYDLDRTDPLENNYTPVSSVSNISSGHYPVPTLSSTITVIAPTHHGNNTTESWSEFHEDQVDHNSYVRPPMPKKRCRDYDEK.... Result: 0 (no interaction).